This data is from Forward reaction prediction with 1.9M reactions from USPTO patents (1976-2016). The task is: Predict the product of the given reaction. (1) Given the reactants C([O:8][C:9]1[CH:18]=[CH:17][C:16]2[C:11](=[CH:12][CH:13]=[CH:14][CH:15]=2)[C:10]=1[C:19]1[N:20]=[C:21]([NH2:24])[O:22][CH:23]=1)C1C=CC=CC=1.[H][H], predict the reaction product. The product is: [NH2:24][C:21]1[O:22][CH:23]=[C:19]([C:10]2[C:11]3[C:16](=[CH:15][CH:14]=[CH:13][CH:12]=3)[CH:17]=[CH:18][C:9]=2[OH:8])[N:20]=1. (2) The product is: [C:1]([O:5][C:6](=[O:34])[N:7]([C:16]1[S:17][C@:18]2([CH2:32][F:33])[C@H:20]([C@:21]([C:24]3[C:25]([F:31])=[N:26][CH:27]=[C:28]([NH:30][C:45]([C:42]4[CH:41]=[N:40][C:39]([O:38][CH2:35][C:36]#[CH:37])=[CH:44][N:43]=4)=[O:46])[CH:29]=3)([CH3:23])[N:22]=1)[CH2:19]2)[CH2:8][O:9][CH2:10][CH2:11][Si:12]([CH3:15])([CH3:14])[CH3:13])([CH3:2])([CH3:4])[CH3:3]. Given the reactants [C:1]([O:5][C:6](=[O:34])[N:7]([C:16]1[S:17][C@:18]2([CH2:32][F:33])[C@H:20]([C@:21]([C:24]3[C:25]([F:31])=[N:26][CH:27]=[C:28]([NH2:30])[CH:29]=3)([CH3:23])[N:22]=1)[CH2:19]2)[CH2:8][O:9][CH2:10][CH2:11][Si:12]([CH3:15])([CH3:14])[CH3:13])([CH3:4])([CH3:3])[CH3:2].[CH2:35]([O:38][C:39]1[N:40]=[CH:41][C:42]([C:45](O)=[O:46])=[N:43][CH:44]=1)[C:36]#[CH:37].CN(C(ON1N=NC2C=CC=NC1=2)=[N+](C)C)C.F[P-](F)(F)(F)(F)F, predict the reaction product. (3) The product is: [Cl:11][C:4]1[C:3]([C:12]2[CH:17]=[CH:16][C:15]([F:18])=[CH:14][CH:13]=2)=[CH:2][N:7]2[CH:8]=[CH:9][N:10]=[C:6]2[N:5]=1. Given the reactants Cl[C:2]1[N:7]2[CH:8]=[CH:9][N:10]=[C:6]2[N:5]=[C:4]([Cl:11])[C:3]=1[C:12]1[CH:17]=[CH:16][C:15]([F:18])=[CH:14][CH:13]=1.C1COCC1.O.[NH4+].[Cl-], predict the reaction product. (4) Given the reactants [OH-].[K+].C[O:4][C:5](=[O:39])[C@H:6]([O:14][C:15]1[C:20]([Br:21])=[CH:19][C:18]([C:22]2[C:34]3[C:33]([CH3:35])=[C:32]([CH3:36])[S:31][C:30]=3[C:29]([Br:37])=[C:28]3[C:23]=2[CH:24]=[CH:25][CH:26]=[CH:27]3)=[CH:17][C:16]=1[Br:38])[CH2:7][C:8]1[CH:13]=[CH:12][CH:11]=[CH:10][CH:9]=1.CO, predict the reaction product. The product is: [Br:21][C:20]1[CH:19]=[C:18]([C:22]2[C:34]3[C:33]([CH3:35])=[C:32]([CH3:36])[S:31][C:30]=3[C:29]([Br:37])=[C:28]3[C:23]=2[CH:24]=[CH:25][CH:26]=[CH:27]3)[CH:17]=[C:16]([Br:38])[C:15]=1[O:14][C@H:6]([CH2:7][C:8]1[CH:9]=[CH:10][CH:11]=[CH:12][CH:13]=1)[C:5]([OH:39])=[O:4].